This data is from Peptide-MHC class I binding affinity with 185,985 pairs from IEDB/IMGT. The task is: Regression. Given a peptide amino acid sequence and an MHC pseudo amino acid sequence, predict their binding affinity value. This is MHC class I binding data. (1) The peptide sequence is GLIYTYSGL. The MHC is HLA-A02:02 with pseudo-sequence HLA-A02:02. The binding affinity (normalized) is 0.782. (2) The peptide sequence is YTAVVPLVY. The MHC is Mamu-A11 with pseudo-sequence Mamu-A11. The binding affinity (normalized) is 0.00813. (3) The peptide sequence is IMALKQAGL. The MHC is HLA-A02:01 with pseudo-sequence HLA-A02:01. The binding affinity (normalized) is 0.648. (4) The peptide sequence is FLLPSLATV. The MHC is HLA-A02:03 with pseudo-sequence HLA-A02:03. The binding affinity (normalized) is 1.00. (5) The peptide sequence is FVSVYFSDY. The MHC is HLA-B27:05 with pseudo-sequence HLA-B27:05. The binding affinity (normalized) is 0.0847. (6) The peptide sequence is SLICGAALY. The MHC is HLA-B40:01 with pseudo-sequence HLA-B40:01. The binding affinity (normalized) is 0.0847. (7) The peptide sequence is EMNRKRCRR. The MHC is HLA-A33:01 with pseudo-sequence HLA-A33:01. The binding affinity (normalized) is 0.502. (8) The peptide sequence is STSRHKKLM. The MHC is Mamu-A01 with pseudo-sequence Mamu-A01. The binding affinity (normalized) is 0.296. (9) The peptide sequence is RPRGAPTPT. The MHC is HLA-A03:01 with pseudo-sequence HLA-A03:01. The binding affinity (normalized) is 0.213.